This data is from Catalyst prediction with 721,799 reactions and 888 catalyst types from USPTO. The task is: Predict which catalyst facilitates the given reaction. (1) The catalyst class is: 7. Product: [CH2:6]([O:5][CH2:1][CH2:2][C:3]#[C:4][C:20](=[O:21])[C:19]([F:29])([F:28])[F:18])[C:7]1[CH:12]=[CH:11][CH:10]=[CH:9][CH:8]=1. Reactant: [CH2:1]([O:5][CH2:6][C:7]1[CH:12]=[CH:11][CH:10]=[CH:9][CH:8]=1)[CH2:2][C:3]#[CH:4].C([Li])CCC.[F:18][C:19]([F:29])([F:28])[C:20](OCC(F)(F)F)=[O:21].FB(F)F. (2) Reactant: [C:1]([O:5][C:6]([N:8]1[CH2:12][CH2:11][CH:10]([CH2:13][C:14]([OH:16])=[O:15])[CH2:9]1)=[O:7])([CH3:4])([CH3:3])[CH3:2].CI.[C:19]([O-])([O-])=O.[K+].[K+]. Product: [CH3:19][O:15][C:14](=[O:16])[CH2:13][CH:10]1[CH2:11][CH2:12][N:8]([C:6]([O:5][C:1]([CH3:4])([CH3:2])[CH3:3])=[O:7])[CH2:9]1. The catalyst class is: 3.